From a dataset of Full USPTO retrosynthesis dataset with 1.9M reactions from patents (1976-2016). Predict the reactants needed to synthesize the given product. (1) Given the product [S:1]([C:4]1[S:8][C:7]([NH:9][C:20](=[O:21])[C:19]([F:30])([F:29])[F:18])=[N:6][CH:5]=1)[C:2]#[N:3], predict the reactants needed to synthesize it. The reactants are: [S:1]([C:4]1[S:8][C:7]([NH2:9])=[N:6][CH:5]=1)[C:2]#[N:3].N1C(C)=CC=CC=1C.[F:18][C:19]([F:30])([F:29])[C:20](O[C:20](=[O:21])[C:19]([F:30])([F:29])[F:18])=[O:21]. (2) Given the product [CH2:19]([O:21][C:22](=[O:33])/[C:23](/[C:25]1[CH:30]=[CH:29][C:28]([S:31][CH3:32])=[CH:27][CH:26]=1)=[CH:15]/[CH2:14][C:13]([CH3:18])([CH3:17])[CH3:12])[CH3:20], predict the reactants needed to synthesize it. The reactants are: C[Si]([N-][Si](C)(C)C)(C)C.[Na+].[Br-].[CH3:12][C:13]([CH3:18])([CH3:17])[CH2:14][CH2:15][PH3+].[CH2:19]([O:21][C:22](=[O:33])[C:23]([C:25]1[CH:30]=[CH:29][C:28]([S:31][CH3:32])=[CH:27][CH:26]=1)=O)[CH3:20]. (3) Given the product [F:10][C:11]1[CH:12]=[C:13]([C:35]([NH:9][S:6]([CH:3]2[CH2:5][CH2:4]2)(=[O:8])=[O:7])=[O:36])[C:14]2[CH2:15][C:16]([CH3:33])([CH3:34])[CH:17]([C:21]3[CH:26]=[CH:25][CH:24]=[C:23]([N:27]4[CH2:28][CH2:29][O:30][CH2:31][CH2:32]4)[CH:22]=3)[NH:18][C:19]=2[CH:20]=1, predict the reactants needed to synthesize it. The reactants are: [H-].[Na+].[CH:3]1([S:6]([NH2:9])(=[O:8])=[O:7])[CH2:5][CH2:4]1.[F:10][C:11]1[CH:12]=[C:13]([C:35](O)=[O:36])[C:14]2[CH2:15][C:16]([CH3:34])([CH3:33])[CH:17]([C:21]3[CH:26]=[CH:25][CH:24]=[C:23]([N:27]4[CH2:32][CH2:31][O:30][CH2:29][CH2:28]4)[CH:22]=3)[NH:18][C:19]=2[CH:20]=1.C(N1C=CN=C1)(N1C=CN=C1)=O. (4) The reactants are: [Br:1][C:2]1[CH:15]=[CH:14][C:5]2[C:6](=[O:13])[C:7]([CH3:12])([CH3:11])[S:8](=[O:10])(=[O:9])[C:4]=2[CH:3]=1.[BH4-].[Na+]. Given the product [Br:1][C:2]1[CH:15]=[CH:14][C:5]2[CH:6]([OH:13])[C:7]([CH3:11])([CH3:12])[S:8](=[O:9])(=[O:10])[C:4]=2[CH:3]=1, predict the reactants needed to synthesize it. (5) Given the product [Cl:25][C:22]1[CH:21]=[CH:20][C:19]([C:9]2[C:8]([C:6]([OH:7])=[O:5])=[C:12]([C:13]3[CH:14]=[CH:15][CH:16]=[CH:17][CH:18]=3)[S:11][N:10]=2)=[CH:24][CH:23]=1, predict the reactants needed to synthesize it. The reactants are: C([O:5][C:6]([C:8]1[C:9]([C:19]2[CH:24]=[CH:23][C:22]([Cl:25])=[CH:21][CH:20]=2)=[N:10][S:11][C:12]=1[C:13]1[CH:18]=[CH:17][CH:16]=[CH:15][CH:14]=1)=[O:7])(C)(C)C.C(O)(C(F)(F)F)=O.